From a dataset of Forward reaction prediction with 1.9M reactions from USPTO patents (1976-2016). Predict the product of the given reaction. (1) Given the reactants [Cl:1][C:2]1[C:7]([Cl:8])=[CH:6][C:5]([C:9](=[O:11])[CH3:10])=[C:4]([OH:12])[C:3]=1[I:13].[C:14]1(P(C2C=CC=CC=2)C2C=CC=CC=2)C=CC=CC=1.CO.N(C(OC(C)C)=O)=NC(OC(C)C)=O, predict the reaction product. The product is: [Cl:1][C:2]1[C:7]([Cl:8])=[CH:6][C:5]([C:9](=[O:11])[CH3:10])=[C:4]([O:12][CH3:14])[C:3]=1[I:13]. (2) Given the reactants [CH:1]1([CH2:4][N:5]2[CH2:11][CH2:10][C:9]3[CH:12]=[CH:13][C:14]([O:16][CH2:17][CH:18]4[CH2:23][CH2:22][NH:21][CH2:20][CH2:19]4)=[CH:15][C:8]=3[CH2:7][CH2:6]2)[CH2:3][CH2:2]1.[C:24]([C:26]1[CH:34]=[CH:33][C:29]([C:30](O)=[O:31])=[CH:28][CH:27]=1)#[N:25], predict the reaction product. The product is: [CH:1]1([CH2:4][N:5]2[CH2:11][CH2:10][C:9]3[CH:12]=[CH:13][C:14]([O:16][CH2:17][CH:18]4[CH2:19][CH2:20][N:21]([C:30]([C:29]5[CH:33]=[CH:34][C:26]([C:24]#[N:25])=[CH:27][CH:28]=5)=[O:31])[CH2:22][CH2:23]4)=[CH:15][C:8]=3[CH2:7][CH2:6]2)[CH2:2][CH2:3]1. (3) Given the reactants [Cl:1][C:2]1[CH:18]=[CH:17][C:5]2[CH2:6][CH2:7][N:8](C(=O)C(F)(F)F)[CH2:9][CH2:10][C:4]=2[C:3]=1[NH:19][CH2:20][C:21]1[CH:26]=[CH:25][C:24]([C:27]2[N:28]=[C:29]([NH:32][C:33]([CH:35]3[CH2:37][CH2:36]3)=[O:34])[S:30][CH:31]=2)=[CH:23][CH:22]=1.N, predict the reaction product. The product is: [Cl:1][C:2]1[CH:18]=[CH:17][C:5]2[CH2:6][CH2:7][NH:8][CH2:9][CH2:10][C:4]=2[C:3]=1[NH:19][CH2:20][C:21]1[CH:22]=[CH:23][C:24]([C:27]2[N:28]=[C:29]([NH:32][C:33]([CH:35]3[CH2:37][CH2:36]3)=[O:34])[S:30][CH:31]=2)=[CH:25][CH:26]=1. (4) The product is: [Cl:51][C:24]1[C:25]([CH2:30][O:31][C:32]2[CH:33]=[CH:34][CH:35]=[C:36]3[C:41]=2[N:40]=[C:39]([CH3:42])[CH:38]=[C:37]3[O:43][CH2:44][C:45]2[CH:50]=[CH:49][CH:48]=[CH:47][N:46]=2)=[C:26]([Cl:29])[CH:27]=[CH:28][C:23]=1[N:21]([CH3:22])[C:19](=[O:20])[CH2:18][NH:17][C:14](=[O:16])[CH2:13][CH2:12][C:9]1[CH:8]=[CH:7][C:6]([NH:5][S:2]([CH3:1])(=[O:3])=[O:4])=[CH:11][CH:10]=1. Given the reactants [CH3:1][S:2]([NH:5][C:6]1[CH:11]=[CH:10][C:9]([CH2:12][CH2:13][C:14]([OH:16])=O)=[CH:8][CH:7]=1)(=[O:4])=[O:3].[NH2:17][CH2:18][C:19]([N:21]([C:23]1[CH:28]=[CH:27][C:26]([Cl:29])=[C:25]([CH2:30][O:31][C:32]2[CH:33]=[CH:34][CH:35]=[C:36]3[C:41]=2[N:40]=[C:39]([CH3:42])[CH:38]=[C:37]3[O:43][CH2:44][C:45]2[CH:50]=[CH:49][CH:48]=[CH:47][N:46]=2)[C:24]=1[Cl:51])[CH3:22])=[O:20].ClC1C(COC2C3N=C(OC)N(CC4C=CC=CN=4)C=3C=CC=2)=C(Cl)C=CC=1N(C)C(=O)CNC(=O)CCC1C=CC(C(NCCOC)=O)=CC=1, predict the reaction product. (5) Given the reactants [Br-].[C:2]([CH2:5][CH2:6][CH2:7][CH2:8][CH2:9][CH2:10][CH2:11][CH2:12][CH2:13][P+](C1C=CC=CC=1)(C1C=CC=CC=1)C1C=CC=CC=1)([OH:4])=[O:3].[Cl:33][C:34]1[CH:41]=[C:40]([Cl:42])[CH:39]=[CH:38][C:35]=1[CH:36]=O, predict the reaction product. The product is: [Cl:33][C:34]1[CH:41]=[C:40]([Cl:42])[CH:39]=[CH:38][C:35]=1[CH:36]=[CH:13][CH2:12][CH2:11][CH2:10][CH2:9][CH2:8][CH2:7][CH2:6][CH2:5][C:2]([OH:4])=[O:3].